Predict which catalyst facilitates the given reaction. From a dataset of Catalyst prediction with 721,799 reactions and 888 catalyst types from USPTO. Reactant: O=[C:2]1[CH2:7][CH2:6][N:5]([C:8]([O:10][C:11]([CH3:14])([CH3:13])[CH3:12])=[O:9])[CH2:4][CH2:3]1.[CH2:15]([NH2:18])[C:16]#[CH:17].C(O[BH-](OC(=O)C)OC(=O)C)(=O)C.[Na+]. Product: [CH2:15]([NH:18][CH:2]1[CH2:7][CH2:6][N:5]([C:8]([O:10][C:11]([CH3:14])([CH3:13])[CH3:12])=[O:9])[CH2:4][CH2:3]1)[C:16]#[CH:17]. The catalyst class is: 2.